This data is from Forward reaction prediction with 1.9M reactions from USPTO patents (1976-2016). The task is: Predict the product of the given reaction. (1) Given the reactants [N:1]12[CH2:8][CH2:7][CH:4]([CH2:5][CH2:6]1)[C@@H:3]([O:9][C:10](=[O:66])[NH:11][C:12]1[CH:17]=[C:16]([CH2:18][CH2:19][CH2:20][O:21][C:22]3[CH:27]=[CH:26][C:25]([CH2:28][CH2:29][NH:30][CH2:31][C@@H:32]([C:41]4[CH:50]=[CH:49][C:48]([O:51]CC5C=CC=CC=5)=[C:47]5[C:42]=4[CH:43]=[CH:44][C:45](=[O:59])[NH:46]5)[O:33][Si:34]([C:37]([CH3:40])([CH3:39])[CH3:38])([CH3:36])[CH3:35])=[CH:24][CH:23]=3)[CH:15]=[CH:14][C:13]=1[C:60]1[CH:65]=[CH:64][CH:63]=[CH:62][CH:61]=1)[CH2:2]2, predict the reaction product. The product is: [N:1]12[CH2:6][CH2:5][CH:4]([CH2:7][CH2:8]1)[C@@H:3]([O:9][C:10](=[O:66])[NH:11][C:12]1[CH:17]=[C:16]([CH2:18][CH2:19][CH2:20][O:21][C:22]3[CH:27]=[CH:26][C:25]([CH2:28][CH2:29][NH:30][CH2:31][C@H:32]([O:33][Si:34]([C:37]([CH3:38])([CH3:39])[CH3:40])([CH3:36])[CH3:35])[C:41]4[CH:50]=[CH:49][C:48]([OH:51])=[C:47]5[C:42]=4[CH:43]=[CH:44][C:45](=[O:59])[NH:46]5)=[CH:24][CH:23]=3)[CH:15]=[CH:14][C:13]=1[C:60]1[CH:61]=[CH:62][CH:63]=[CH:64][CH:65]=1)[CH2:2]2. (2) Given the reactants [CH2:1]([O:3][C:4]([C:6]1[C:12]2[NH:13][C:14]3[CH:15]=[CH:16][C:17](Br)=[CH:18][C:19]=3[C:11]=2[CH2:10][CH2:9][NH:8][CH:7]=1)=[O:5])[CH3:2].[CH3:21][O:22][C:23]1[CH:28]=[CH:27][C:26](B(O)O)=[CH:25][CH:24]=1.C([O-])([O-])=O.[Na+].[Na+], predict the reaction product. The product is: [CH2:1]([O:3][C:4]([C:6]1[C:12]2[NH:13][C:14]3[CH:15]=[CH:16][C:17]([C:26]4[CH:27]=[CH:28][C:23]([O:22][CH3:21])=[CH:24][CH:25]=4)=[CH:18][C:19]=3[C:11]=2[CH2:10][CH2:9][NH:8][CH:7]=1)=[O:5])[CH3:2].